Dataset: Full USPTO retrosynthesis dataset with 1.9M reactions from patents (1976-2016). Task: Predict the reactants needed to synthesize the given product. Given the product [CH2:28]([C:30]1[N:35]=[C:34]([NH:36][C:2]2[CH:7]=[C:6]([CH2:8][O:9][C:10]3[C:19]4[C:14](=[CH:15][CH:16]=[CH:17][CH:18]=4)[C:13]([NH:20][C:21](=[O:27])[O:22][C:23]([CH3:24])([CH3:26])[CH3:25])=[CH:12][CH:11]=3)[CH:5]=[CH:4][N:3]=2)[CH:33]=[N:32][CH:31]=1)[CH3:29], predict the reactants needed to synthesize it. The reactants are: Cl[C:2]1[CH:7]=[C:6]([CH2:8][O:9][C:10]2[C:19]3[C:14](=[CH:15][CH:16]=[CH:17][CH:18]=3)[C:13]([NH:20][C:21](=[O:27])[O:22][C:23]([CH3:26])([CH3:25])[CH3:24])=[CH:12][CH:11]=2)[CH:5]=[CH:4][N:3]=1.[CH2:28]([C:30]1[N:35]=[C:34]([NH2:36])[CH:33]=[N:32][CH:31]=1)[CH3:29].C(=O)([O-])[O-].[Cs+].[Cs+].C1C=CC(P(C2C(C3C(P(C4C=CC=CC=4)C4C=CC=CC=4)=CC=C4C=3C=CC=C4)=C3C(C=CC=C3)=CC=2)C2C=CC=CC=2)=CC=1.